Dataset: NCI-60 drug combinations with 297,098 pairs across 59 cell lines. Task: Regression. Given two drug SMILES strings and cell line genomic features, predict the synergy score measuring deviation from expected non-interaction effect. Drug 1: CCC1=C2CN3C(=CC4=C(C3=O)COC(=O)C4(CC)O)C2=NC5=C1C=C(C=C5)O. Drug 2: C(CCl)NC(=O)N(CCCl)N=O. Cell line: HCT116. Synergy scores: CSS=69.0, Synergy_ZIP=11.2, Synergy_Bliss=9.15, Synergy_Loewe=-16.0, Synergy_HSA=13.1.